This data is from Forward reaction prediction with 1.9M reactions from USPTO patents (1976-2016). The task is: Predict the product of the given reaction. (1) Given the reactants [CH3:1][O:2][C:3](=[O:28])[CH2:4][CH2:5][C:6]12[CH2:13][CH2:12][C:9]([C:14]3[NH:22][C:21]4[C:20](=[S:23])[NH:19][C:18](=[O:24])[N:17]([CH2:25][CH2:26][CH3:27])[C:16]=4[N:15]=3)([CH2:10][CH2:11]1)[CH2:8][CH2:7]2.[OH-].[Na+].[CH3:31]CO, predict the reaction product. The product is: [CH3:1][O:2][C:3](=[O:28])[CH2:4][CH2:5][C:6]12[CH2:7][CH2:8][C:9]([C:14]3[NH:22][C:21]4[C:20]([S:23][CH3:31])=[N:19][C:18](=[O:24])[N:17]([CH2:25][CH2:26][CH3:27])[C:16]=4[N:15]=3)([CH2:10][CH2:11]1)[CH2:12][CH2:13]2. (2) Given the reactants [Br:1][C:2]1[CH:3]=[CH:4][C:5]([CH2:8][OH:9])=[N:6][CH:7]=1.[H-].[Na+].I[CH3:13], predict the reaction product. The product is: [Br:1][C:2]1[CH:3]=[CH:4][C:5]([CH2:8][O:9][CH3:13])=[N:6][CH:7]=1.